Dataset: Reaction yield outcomes from USPTO patents with 853,638 reactions. Task: Predict the reaction yield, written as a fraction of the theoretical maximum amount of product (1.0 means a 100% yield; for example, 0.34 means a 34% yield). The product is [C:2](=[O:3])([O:4][CH2:5][CH3:6])[O:24][C:18]1[CH:19]=[CH:20][C:21]([CH3:23])=[CH:22][C:17]=1[CH:8]1[CH:9]2[CH2:10][CH:11]3[CH2:12][CH:13]([CH2:14][CH:7]1[CH2:16]3)[CH2:15]2. The reactants are Cl[C:2]([O:4][CH2:5][CH3:6])=[O:3].[CH:7]12[CH2:16][CH:11]3[CH2:12][CH:13]([CH2:15][CH:9]([CH2:10]3)[CH:8]1[C:17]1[CH:22]=[C:21]([CH3:23])[CH:20]=[CH:19][C:18]=1[OH:24])[CH2:14]2.CCN(CC)CC. The catalyst is CN(C1C=CN=CC=1)C.ClCCl. The yield is 0.940.